This data is from Forward reaction prediction with 1.9M reactions from USPTO patents (1976-2016). The task is: Predict the product of the given reaction. (1) The product is: [CH:32]([N:25]1[CH2:31][CH2:30][CH2:29][N:28]([C:2]2[N:7]3[N:8]=[C:9]([CH3:11])[CH:10]=[C:6]3[N:5]=[C:4]([NH:12][C:13](=[O:24])[C:14]3[CH:19]=[CH:18][C:17]([C:20]([OH:23])([CH3:22])[CH3:21])=[CH:16][CH:15]=3)[CH:3]=2)[CH2:27][CH2:26]1)=[O:33]. Given the reactants Cl[C:2]1[N:7]2[N:8]=[C:9]([CH3:11])[CH:10]=[C:6]2[N:5]=[C:4]([NH:12][C:13](=[O:24])[C:14]2[CH:19]=[CH:18][C:17]([C:20]([OH:23])([CH3:22])[CH3:21])=[CH:16][CH:15]=2)[CH:3]=1.[N:25]1([CH:32]=[O:33])[CH2:31][CH2:30][CH2:29][NH:28][CH2:27][CH2:26]1, predict the reaction product. (2) Given the reactants [CH2:1]([CH:11]([CH2:15][CH2:16][CH2:17][CH2:18][CH2:19][CH2:20][CH2:21][CH2:22][CH2:23][CH2:24][CH2:25][CH3:26])[C:12](O)=[O:13])[CH2:2][CH2:3][CH2:4][CH2:5][CH2:6][CH2:7][CH2:8][CH2:9][CH3:10].C(Cl)(=O)C([Cl:30])=O.Cl, predict the reaction product. The product is: [CH2:1]([CH:11]([CH2:15][CH2:16][CH2:17][CH2:18][CH2:19][CH2:20][CH2:21][CH2:22][CH2:23][CH2:24][CH2:25][CH3:26])[C:12]([Cl:30])=[O:13])[CH2:2][CH2:3][CH2:4][CH2:5][CH2:6][CH2:7][CH2:8][CH2:9][CH3:10].